This data is from Forward reaction prediction with 1.9M reactions from USPTO patents (1976-2016). The task is: Predict the product of the given reaction. (1) Given the reactants C([NH:4][C:5]1[S:6][C:7]([S:11]([N:14]2[CH2:18][CH2:17][CH:16]([OH:19])[CH2:15]2)(=[O:13])=[O:12])=[C:8]([CH3:10])[N:9]=1)(=O)C, predict the reaction product. The product is: [NH2:4][C:5]1[S:6][C:7]([S:11]([N:14]2[CH2:18][CH2:17][CH:16]([OH:19])[CH2:15]2)(=[O:13])=[O:12])=[C:8]([CH3:10])[N:9]=1. (2) Given the reactants Br[C:2]1[C:3]([C:12]#[N:13])=[CH:4][C:5]2[NH:10][CH2:9][CH2:8][O:7][C:6]=2[CH:11]=1.[CH3:14][N:15]1[CH:19]=[C:18](B2OC(C)(C)C(C)(C)O2)[CH:17]=[N:16]1.C(=O)([O-])[O-].[Na+].[Na+].C1(P(C2CCCCC2)C2C=CC=CC=2C2C(C(C)C)=CC(C(C)C)=CC=2C(C)C)CCCCC1, predict the reaction product. The product is: [CH3:14][N:15]1[CH:19]=[C:18]([C:2]2[C:3]([C:12]#[N:13])=[CH:4][C:5]3[NH:10][CH2:9][CH2:8][O:7][C:6]=3[CH:11]=2)[CH:17]=[N:16]1.